This data is from Full USPTO retrosynthesis dataset with 1.9M reactions from patents (1976-2016). The task is: Predict the reactants needed to synthesize the given product. (1) Given the product [CH3:1][O:2][C:3]1[C:12]([NH:13][C:14]([N:35]2[CH2:34][CH2:33][N:32]([C:29]3[CH:28]=[CH:27][C:26]([C:23](=[O:25])[CH3:24])=[CH:31][CH:30]=3)[CH2:37][CH2:36]2)=[S:22])=[N:11][C:10]2[C:5](=[CH:6][CH:7]=[CH:8][CH:9]=2)[N:4]=1, predict the reactants needed to synthesize it. The reactants are: [CH3:1][O:2][C:3]1[C:12]([NH:13][C:14](=[S:22])OC2C=CC=CC=2)=[N:11][C:10]2[C:5](=[CH:6][CH:7]=[CH:8][CH:9]=2)[N:4]=1.[C:23]([C:26]1[CH:31]=[CH:30][C:29]([N:32]2[CH2:37][CH2:36][NH:35][CH2:34][CH2:33]2)=[CH:28][CH:27]=1)(=[O:25])[CH3:24]. (2) Given the product [CH2:1]([O:8][C:9]1[C:10]([C:44]([O:46][C:47]([CH3:50])([CH3:49])[CH3:48])=[O:45])=[N:11][C:12]([CH2:16][CH:17]2[CH2:18][CH2:19][N:20]([C:23]3[CH:28]=[CH:27][C:26]([C:29]4[CH:34]=[CH:33][C:32]([CH2:35][OH:36])=[CH:31][CH:30]=4)=[CH:25][CH:24]=3)[CH2:21][CH2:22]2)=[N:13][C:14]=1[CH3:15])[C:2]1[CH:7]=[CH:6][CH:5]=[CH:4][CH:3]=1, predict the reactants needed to synthesize it. The reactants are: [CH2:1]([O:8][C:9]1[C:10]([C:44]([O:46][C:47]([CH3:50])([CH3:49])[CH3:48])=[O:45])=[N:11][C:12]([CH2:16][CH:17]2[CH2:22][CH2:21][N:20]([C:23]3[CH:28]=[CH:27][C:26]([C:29]4[CH:34]=[CH:33][C:32]([CH2:35][O:36][Si](C(C)(C)C)(C)C)=[CH:31][CH:30]=4)=[CH:25][CH:24]=3)[CH2:19][CH2:18]2)=[N:13][C:14]=1[CH3:15])[C:2]1[CH:7]=[CH:6][CH:5]=[CH:4][CH:3]=1.Cl.C(=O)([O-])O.[Na+]. (3) Given the product [CH3:27][O:26][CH2:25][CH2:24][NH:23][C:5]1[CH:4]=[CH:3][C:2]([N:1]2[C:37](=[O:38])[C:31]3[C:30](=[CH:29][CH:28]=[C:33]([C:34]([OH:36])=[O:35])[CH:32]=3)[C:40]2=[O:39])=[CH:7][C:6]=1[C:8]1[O:9][C:10]2[CH:16]=[CH:15][C:14]([C:17]3[CH:22]=[CH:21][CH:20]=[CH:19][CH:18]=3)=[CH:13][C:11]=2[N:12]=1, predict the reactants needed to synthesize it. The reactants are: [NH2:1][C:2]1[CH:3]=[CH:4][C:5]([NH:23][CH2:24][CH2:25][O:26][CH3:27])=[C:6]([C:8]2[O:9][C:10]3[CH:16]=[CH:15][C:14]([C:17]4[CH:22]=[CH:21][CH:20]=[CH:19][CH:18]=4)=[CH:13][C:11]=3[N:12]=2)[CH:7]=1.[CH:28]1[C:33]([C:34]([OH:36])=[O:35])=[CH:32][C:31]2[C:37]([O:39][C:40](=O)[C:30]=2[CH:29]=1)=[O:38].